The task is: Predict the product of the given reaction.. This data is from Forward reaction prediction with 1.9M reactions from USPTO patents (1976-2016). (1) Given the reactants Cl[C:2]1[C:3]([C:16]2[CH:21]=[CH:20][C:19]([F:22])=[CH:18][CH:17]=2)=[N:4][C:5]2[C:10]([N:11]=1)=[CH:9][C:8]([C:12]([O:14][CH3:15])=[O:13])=[CH:7][CH:6]=2.CCN(C(C)C)C(C)C.[CH3:32][C:33]([NH2:36])([CH3:35])[CH3:34], predict the reaction product. The product is: [C:33]([NH:36][C:2]1[C:3]([C:16]2[CH:21]=[CH:20][C:19]([F:22])=[CH:18][CH:17]=2)=[N:4][C:5]2[C:10]([N:11]=1)=[CH:9][C:8]([C:12]([O:14][CH3:15])=[O:13])=[CH:7][CH:6]=2)([CH3:35])([CH3:34])[CH3:32]. (2) Given the reactants [OH-].[Na+].C[O:4][C:5]([CH:7]1[CH2:12][CH2:11][CH:10]([NH:13][C:14]2[N:19]=[C:18]([N:20]3[C:24]4[CH:25]=[CH:26][CH:27]=[CH:28][C:23]=4[N:22]=[N:21]3)[C:17]([Cl:29])=[CH:16][N:15]=2)[CH2:9][CH2:8]1)=[O:6].Cl, predict the reaction product. The product is: [N:20]1([C:18]2[C:17]([Cl:29])=[CH:16][N:15]=[C:14]([NH:13][C@H:10]3[CH2:9][CH2:8][C@H:7]([C:5]([OH:6])=[O:4])[CH2:12][CH2:11]3)[N:19]=2)[C:24]2[CH:25]=[CH:26][CH:27]=[CH:28][C:23]=2[N:22]=[N:21]1. (3) Given the reactants [CH3:1][O:2][C:3]1[CH:4]=[C:5]([C:15]2[N:16]=[C:17]3[C:23]([C:24](=[O:29])[C:25]([CH3:28])([CH3:27])[CH3:26])=[CH:22][NH:21][C:18]3=[N:19][CH:20]=2)[CH:6]=[C:7]([N:9]2[CH2:14][CH2:13][S:12][CH2:11][CH2:10]2)[CH:8]=1.C1C=C(Cl)C=C(C(OO)=[O:38])C=1, predict the reaction product. The product is: [CH3:1][O:2][C:3]1[CH:4]=[C:5]([C:15]2[N:16]=[C:17]3[C:23]([C:24](=[O:29])[C:25]([CH3:26])([CH3:28])[CH3:27])=[CH:22][NH:21][C:18]3=[N:19][CH:20]=2)[CH:6]=[C:7]([N:9]2[CH2:10][CH2:11][S:12](=[O:38])[CH2:13][CH2:14]2)[CH:8]=1. (4) Given the reactants [CH3:1][C@@H:2]1[C:7](=[CH2:8])[C:6](=[O:9])[CH:5]=[C:4]([C:10]2[CH:15]=[CH:14][N:13]=[CH:12][C:11]=2[N+:16]([O-:18])=[O:17])[CH2:3]1.[BH4-].[Na+], predict the reaction product. The product is: [CH3:1][C@@H:2]1[C:7](=[CH2:8])[C@H:6]([OH:9])[CH:5]=[C:4]([C:10]2[CH:15]=[CH:14][N:13]=[CH:12][C:11]=2[N+:16]([O-:18])=[O:17])[CH2:3]1. (5) The product is: [Br:1][C:2]1[CH:12]=[CH:11][C:5]2[N:6]([CH2:21][C:22]3[N:26]=[C:25]([C:27]4[CH:32]=[CH:31][CH:30]=[C:29]([C:33]([F:36])([F:34])[F:35])[CH:28]=4)[O:24][N:23]=3)[C:7]([CH2:9][CH3:10])=[N:8][C:4]=2[C:3]=1[Cl:13]. Given the reactants [Br:1][C:2]1[CH:12]=[CH:11][C:5]2[NH:6][C:7]([CH2:9][CH3:10])=[N:8][C:4]=2[C:3]=1[Cl:13].C([O-])([O-])=O.[Cs+].[Cs+].Cl[CH2:21][C:22]1[N:26]=[C:25]([C:27]2[CH:32]=[CH:31][CH:30]=[C:29]([C:33]([F:36])([F:35])[F:34])[CH:28]=2)[O:24][N:23]=1, predict the reaction product. (6) Given the reactants [Br:1][C:2]1[CH:10]=[C:9]2[C:5]([CH2:6][C:7](=[O:11])[NH:8]2)=[CH:4][CH:3]=1.[C:12](O[C:12]([O:14][C:15]([CH3:18])([CH3:17])[CH3:16])=[O:13])([O:14][C:15]([CH3:18])([CH3:17])[CH3:16])=[O:13].C([O-])(O)=O.[Na+].O, predict the reaction product. The product is: [Br:1][C:2]1[CH:10]=[C:9]2[C:5]([CH2:6][C:7](=[O:11])[N:8]2[C:12]([O:14][C:15]([CH3:18])([CH3:17])[CH3:16])=[O:13])=[CH:4][CH:3]=1. (7) Given the reactants [Cl:1][C:2]1[N:7]=[CH:6][C:5]([CH2:8][CH:9]([C:12]#[N:13])[C:10]#[N:11])=[CH:4][CH:3]=1.[H-].[Na+].[CH2:16](Br)[CH:17]=[CH2:18].Cl, predict the reaction product. The product is: [CH2:18]([C:9]([CH2:8][C:5]1[CH:6]=[N:7][C:2]([Cl:1])=[CH:3][CH:4]=1)([C:12]#[N:13])[C:10]#[N:11])[CH:17]=[CH2:16].